Binary Classification. Given a drug SMILES string, predict its activity (active/inactive) in a high-throughput screening assay against a specified biological target. From a dataset of Cav3 T-type calcium channel HTS with 100,875 compounds. (1) The molecule is Brc1cc(C(=O)N(c2cc3OCOc3cc2)CC)coc1=O. The result is 0 (inactive). (2) The drug is s1c2c(CC(OC2)(C)C)c2c(n3CCCc3nc12)=N. The result is 0 (inactive). (3) The molecule is S(c1n(c(=O)c(c(n1)c1cc(OC)c(OC)cc1)C#N)C)C. The result is 0 (inactive). (4) The compound is Clc1c(c2noc(c2C(=O)NCc2occc2)C)c(Cl)ccc1. The result is 0 (inactive). (5) The compound is O=C(NCc1n(CCCC)c2c(n1)cccc2)Cc1ccccc1. The result is 0 (inactive). (6) The compound is Clc1cc(CONS(=O)(=O)c2ccc(NC(=O)C)cc2)ccc1OC. The result is 0 (inactive). (7) The drug is S(c1n(\c([nH]n1)=C1\c2c(N=C1)cccc2)c1cc(OC)ccc1)CC(=O)N. The result is 0 (inactive).